From a dataset of Forward reaction prediction with 1.9M reactions from USPTO patents (1976-2016). Predict the product of the given reaction. (1) Given the reactants [NH2:1][CH2:2][CH2:3][C:4]([C:6]1[CH:20]=[CH:19][C:9]2[N:10]=[C:11]([NH:13][C:14]([NH:16][CH2:17][CH3:18])=[O:15])[S:12][C:8]=2[CH:7]=1)=[O:5].C(N([CH2:26][CH3:27])CC)C.[N-:28]=[C:29]=[O:30], predict the reaction product. The product is: [CH3:7][C:6]1[CH:4]=[C:3]([NH:28][C:29]([NH:1][CH2:2][CH2:3][C:4]([C:6]2[CH:20]=[CH:19][C:9]3[N:10]=[C:11]([NH:13][C:14]([NH:16][CH2:17][CH3:18])=[O:15])[S:12][C:8]=3[CH:7]=2)=[O:5])=[O:30])[CH:2]=[CH:26][CH:27]=1. (2) Given the reactants [NH2:1][C:2]1[CH:11]=[CH:10][CH:9]=[C:8]2[C:3]=1[CH:4]=[CH:5][N:6]([CH:13]1[CH2:15][CH2:14]1)[C:7]2=[O:12].CN(C)C=O.[F:21][C:22]1[C:27]([C:28]([F:31])([F:30])[F:29])=[CH:26][CH:25]=[CH:24][C:23]=1[CH2:32][C:33](O)=[O:34].F[P-](F)(F)(F)(F)F.C[N+](C)=C(N(C)C)ON1C2N=CC=CC=2N=N1.C(N(CC)C(C)C)(C)C, predict the reaction product. The product is: [CH:13]1([N:6]2[CH:5]=[CH:4][C:3]3[C:8](=[CH:9][CH:10]=[CH:11][C:2]=3[NH:1][C:33](=[O:34])[CH2:32][C:23]3[CH:24]=[CH:25][CH:26]=[C:27]([C:28]([F:29])([F:30])[F:31])[C:22]=3[F:21])[C:7]2=[O:12])[CH2:15][CH2:14]1. (3) The product is: [C:1]([O:4][C@H:5]1[C@H:24]([O:25][C:26](=[O:28])[CH3:27])[C@@H:23]([CH2:29][OH:30])[O:22][C@H:7]([O:8][CH2:9][CH2:10][NH:11][C:12]([O:14][CH2:15][C:16]2[CH:21]=[CH:20][CH:19]=[CH:18][CH:17]=2)=[O:13])[C@H:6]1[N:38]=[N+:39]=[N-:40])(=[O:3])[CH3:2]. Given the reactants [C:1]([O:4][C@H:5]1[C@H:24]([O:25][C:26](=[O:28])[CH3:27])[C@@H:23]([CH2:29][O:30][Si](C(C)(C)C)(C)C)[O:22][C@H:7]([O:8][CH2:9][CH2:10][NH:11][C:12]([O:14][CH2:15][C:16]2[CH:21]=[CH:20][CH:19]=[CH:18][CH:17]=2)=[O:13])[C@H:6]1[N:38]=[N+:39]=[N-:40])(=[O:3])[CH3:2], predict the reaction product. (4) The product is: [CH:28]([OH:30])=[O:29].[CH3:1][C@@H:2]1[CH2:3][N:4]([S:8]([C:11]2[CH:12]=[CH:13][C:14]([C:17]([F:20])([F:18])[F:19])=[CH:15][CH:16]=2)(=[O:9])=[O:10])[CH2:5][CH2:6][N:7]1[C:28]([C:27]1[C:22]([CH3:21])=[N:23][CH:24]=[CH:25][CH:26]=1)=[O:29]. Given the reactants [CH3:1][C@H:2]1[NH:7][CH2:6][CH2:5][N:4]([S:8]([C:11]2[CH:16]=[CH:15][C:14]([C:17]([F:20])([F:19])[F:18])=[CH:13][CH:12]=2)(=[O:10])=[O:9])[CH2:3]1.[CH3:21][C:22]1[C:27]([C:28]([OH:30])=[O:29])=[CH:26][CH:25]=[CH:24][N:23]=1.C1C=CC2N(O)N=NC=2C=1.O.CN(C(ON1N=NC2C=CC=CC1=2)=[N+](C)C)C.F[P-](F)(F)(F)(F)F.CCN(C(C)C)C(C)C, predict the reaction product.